This data is from Blood-brain barrier permeability classification from the B3DB database. The task is: Regression/Classification. Given a drug SMILES string, predict its absorption, distribution, metabolism, or excretion properties. Task type varies by dataset: regression for continuous measurements (e.g., permeability, clearance, half-life) or binary classification for categorical outcomes (e.g., BBB penetration, CYP inhibition). Dataset: b3db_classification. The compound is CN(C)CCCN1c2ccccc2C(C)(C)c2ccccc21. The result is 1 (penetrates BBB).